From a dataset of Full USPTO retrosynthesis dataset with 1.9M reactions from patents (1976-2016). Predict the reactants needed to synthesize the given product. (1) Given the product [C:31]1([C:20]([C:14]2[CH:15]=[CH:16][CH:17]=[CH:18][CH:19]=2)([C:25]2[CH:26]=[CH:27][CH:28]=[CH:29][CH:30]=2)[CH2:21][C:22]([NH:2][CH2:3][C:4]([NH:6][CH2:7][CH2:8][C:9]([O:11][CH2:12][CH3:13])=[O:10])=[O:5])=[O:23])[CH:32]=[CH:33][CH:34]=[CH:35][CH:36]=1, predict the reactants needed to synthesize it. The reactants are: Cl.[NH2:2][CH2:3][C:4]([NH:6][CH2:7][CH2:8][C:9]([O:11][CH2:12][CH3:13])=[O:10])=[O:5].[C:14]1([C:20]([C:31]2[CH:36]=[CH:35][CH:34]=[CH:33][CH:32]=2)([C:25]2[CH:30]=[CH:29][CH:28]=[CH:27][CH:26]=2)[CH2:21][C:22](O)=[O:23])[CH:19]=[CH:18][CH:17]=[CH:16][CH:15]=1.O.ON1C2C=CC=CC=2N=N1.Cl.C(N=C=NCCCN(C)C)C. (2) Given the product [NH:16]1[C:17]2[C:13](=[CH:12][C:11]([NH:10][C:9]3[C:4]4[CH:3]=[C:2]([S:22]([CH3:21])(=[O:24])=[O:23])[NH:20][C:5]=4[N:6]=[CH:7][N:8]=3)=[CH:19][CH:18]=2)[CH:14]=[N:15]1, predict the reactants needed to synthesize it. The reactants are: Br[C:2]1[NH:20][C:5]2[N:6]=[CH:7][N:8]=[C:9]([NH:10][C:11]3[CH:12]=[C:13]4[C:17](=[CH:18][CH:19]=3)[NH:16][N:15]=[CH:14]4)[C:4]=2[CH:3]=1.[CH3:21][S:22]([O-:24])=[O:23].[Na+].CNCCNC. (3) Given the product [S:16]=[C:15]1[NH:17][C:18](=[O:25])[C:5]2=[CH:13][C:12]3[C:7]([N:6]2[NH:14]1)=[CH:8][CH:9]=[CH:10][CH:11]=3, predict the reactants needed to synthesize it. The reactants are: COC([C:5]1[N:6]([NH:14][C:15]([NH:17][C:18](=[O:25])C2C=CC=CC=2)=[S:16])[C:7]2[C:12]([CH:13]=1)=[CH:11][CH:10]=[CH:9][CH:8]=2)=O.[OH-].[Na+].O.C(O)(=O)C.